Dataset: hERG potassium channel inhibition data for cardiac toxicity prediction from Karim et al.. Task: Regression/Classification. Given a drug SMILES string, predict its toxicity properties. Task type varies by dataset: regression for continuous values (e.g., LD50, hERG inhibition percentage) or binary classification for toxic/non-toxic outcomes (e.g., AMES mutagenicity, cardiotoxicity, hepatotoxicity). Dataset: herg_karim. (1) The compound is CO/N=C1\CN(c2nc3c(cc2F)c(=O)c(C(=O)O)cn3C2CC2)CC1CN. The result is 0 (non-blocker). (2) The molecule is NC(=O)CN1CCN(Cc2nc(-c3cn(CC4CCOCC4)c4c(Cl)cccc34)no2)CC1. The result is 0 (non-blocker). (3) The drug is O=C(NC1CCCCC1)[C@H](C1CCCCC1)n1c(-c2ccc(Cl)cc2)nc2cc(F)c(Cl)cc21. The result is 1 (blocker).